From a dataset of Catalyst prediction with 721,799 reactions and 888 catalyst types from USPTO. Predict which catalyst facilitates the given reaction. (1) The catalyst class is: 2. Reactant: CS(Cl)(=O)=O.O[C:7]([C:15]1[CH:20]=[CH:19][C:18]([NH:21][C:22]([CH:24]2[O:28][N:27]=[C:26]([C:29]3[CH:30]=[N:31][CH:32]=[CH:33][CH:34]=3)[CH2:25]2)=[O:23])=[CH:17][CH:16]=1)([C:9]1[CH:14]=[CH:13][CH:12]=[CH:11][CH:10]=1)[CH3:8].C(N(CC)CC)C.O. Product: [C:9]1([C:7]([C:15]2[CH:16]=[CH:17][C:18]([NH:21][C:22]([CH:24]3[O:28][N:27]=[C:26]([C:29]4[CH:30]=[N:31][CH:32]=[CH:33][CH:34]=4)[CH2:25]3)=[O:23])=[CH:19][CH:20]=2)=[CH2:8])[CH:14]=[CH:13][CH:12]=[CH:11][CH:10]=1. (2) Reactant: [CH:1]1([CH:7]=O)[CH2:6][CH2:5][CH2:4][CH2:3][CH2:2]1.[CH3:9][O:10][CH:11]([O:15][CH3:16])[CH2:12][C:13]#[N:14].C[O-].[Na+]. Product: [CH3:9][O:10][CH:11]([O:15][CH3:16])[C:12](=[CH:7][CH:1]1[CH2:2][CH2:3][CH2:4][CH2:5][CH2:6]1)[C:13]#[N:14]. The catalyst class is: 5. (3) Reactant: CC1(C)[O:6][CH:5]([CH2:7][O:8][C:9]2[CH:14]=[CH:13][C:12]([C:15]3[C:19]4[CH:20]=[C:21]([O:24][CH2:25][C:26]5[CH:31]=[CH:30][C:29]([C@@H:32]([C:39]#[C:40][CH3:41])[CH2:33][C:34]([O:36][CH2:37][CH3:38])=[O:35])=[CH:28][CH:27]=5)[CH:22]=[CH:23][C:18]=4[S:17][CH:16]=3)=[C:11]([CH3:42])[CH:10]=2)[CH2:4][O:3]1.C1COCC1.Cl. Product: [OH:6][CH:5]([CH2:4][OH:3])[CH2:7][O:8][C:9]1[CH:14]=[CH:13][C:12]([C:15]2[C:19]3[CH:20]=[C:21]([O:24][CH2:25][C:26]4[CH:31]=[CH:30][C:29]([C@@H:32]([C:39]#[C:40][CH3:41])[CH2:33][C:34]([O:36][CH2:37][CH3:38])=[O:35])=[CH:28][CH:27]=4)[CH:22]=[CH:23][C:18]=3[S:17][CH:16]=2)=[C:11]([CH3:42])[CH:10]=1. The catalyst class is: 6. (4) Reactant: [CH2:1]([O:8][C:9]1[CH:33]=[CH:32][C:12]([CH2:13][N:14]([CH2:24][CH2:25][C:26]2[CH:31]=[CH:30][CH:29]=[CH:28][N:27]=2)[C:15](=[O:23])[C:16]2[CH:21]=[CH:20][CH:19]=[CH:18][C:17]=2[Cl:22])=[CH:11][C:10]=1[OH:34])[C:2]1[CH:7]=[CH:6][CH:5]=[CH:4][CH:3]=1.C([O-])([O-])=O.[K+].[K+].Cl.[CH3:42][N:43]([CH3:47])[CH2:44][CH2:45]Cl. Product: [CH2:1]([O:8][C:9]1[CH:33]=[CH:32][C:12]([CH2:13][N:14]([CH2:24][CH2:25][C:26]2[CH:31]=[CH:30][CH:29]=[CH:28][N:27]=2)[C:15](=[O:23])[C:16]2[CH:21]=[CH:20][CH:19]=[CH:18][C:17]=2[Cl:22])=[CH:11][C:10]=1[O:34][CH2:45][CH2:44][N:43]([CH3:47])[CH3:42])[C:2]1[CH:7]=[CH:6][CH:5]=[CH:4][CH:3]=1. The catalyst class is: 3. (5) Reactant: [Si:1]([O:8][C@@H:9]1[C@@:28]2([CH3:29])[C:13](=[CH:14][CH:15]=[C:16]3[C@@H:27]2[CH2:26][CH2:25][C@@:24]2([CH3:30])[C@H:17]3[CH2:18][CH:19]=[C:20]2[C@H:21]([OH:23])[CH3:22])[CH2:12][C@@H:11]([O:31][Si:32]([C:35]([CH3:38])([CH3:37])[CH3:36])([CH3:34])[CH3:33])[CH2:10]1)([C:4]([CH3:7])([CH3:6])[CH3:5])([CH3:3])[CH3:2].[H-].[Na+].C1OCCOCCOCCOCCOC1.Br[CH2:57][C:58]#[C:59][C:60]([CH2:71][CH3:72])([O:63][Si:64]([CH2:69][CH3:70])([CH2:67][CH3:68])[CH2:65][CH3:66])[CH2:61][CH3:62]. Product: [Si:1]([O:8][C@@H:9]1[C@@:28]2([CH3:29])[C:13](=[CH:14][CH:15]=[C:16]3[C@@H:27]2[CH2:26][CH2:25][C@@:24]2([CH3:30])[C@H:17]3[CH2:18][CH:19]=[C:20]2[C@H:21]([O:23][CH2:57][C:58]#[C:59][C:60]([CH2:71][CH3:72])([O:63][Si:64]([CH2:69][CH3:70])([CH2:65][CH3:66])[CH2:67][CH3:68])[CH2:61][CH3:62])[CH3:22])[CH2:12][C@@H:11]([O:31][Si:32]([C:35]([CH3:37])([CH3:36])[CH3:38])([CH3:33])[CH3:34])[CH2:10]1)([C:4]([CH3:7])([CH3:6])[CH3:5])([CH3:3])[CH3:2]. The catalyst class is: 7. (6) Reactant: [F:1][C:2]1[CH:3]=[C:4]([CH:8]([C:10]2[CH:15]=[CH:14][CH:13]=[C:12]([F:16])[CH:11]=2)O)[CH:5]=[CH:6][CH:7]=1.[BrH:17]. Product: [Br:17][CH:8]([C:10]1[CH:11]=[C:12]([F:16])[CH:13]=[CH:14][CH:15]=1)[C:4]1[CH:3]=[C:2]([F:1])[CH:7]=[CH:6][CH:5]=1. The catalyst class is: 15. (7) Reactant: N.C([O:10][C@H:11]1[C@:15]([O:18]C(=O)C2C=CC=CC=2)([C:16]#[CH:17])[C@H:14]([N:27]2[CH:32]=[CH:31][C:30](=[O:33])[N:29](C(=O)C3C=CC=CC=3)[C:28]2=[O:42])[O:13][C@:12]1([N:54]=[N+:55]=[N-:56])[CH2:43][O:44]C(=O)C1C=CC=C(Cl)C=1)(=O)C1C=CC=CC=1. Product: [N:54]([C@:12]1([CH2:43][OH:44])[O:13][C@@H:14]([N:27]2[CH:32]=[CH:31][C:30](=[O:33])[NH:29][C:28]2=[O:42])[C@:15]([C:16]#[CH:17])([OH:18])[C@@H:11]1[OH:10])=[N+:55]=[N-:56]. The catalyst class is: 5. (8) Reactant: [Br:1][C:2]1[CH:7]=[CH:6][C:5]([CH:8]=[CH2:9])=[C:4]([F:10])[CH:3]=1. Product: [Br:1][C:2]1[CH:7]=[CH:6][C:5]([CH2:8][CH3:9])=[C:4]([F:10])[CH:3]=1. The catalyst class is: 78. (9) The catalyst class is: 8. Reactant: Cl[C:2]1[N:7]=[C:6]([O:8][CH3:9])[C:5]([N+:10]([O-:12])=[O:11])=[CH:4][CH:3]=1.[NH:13]1[CH2:17][CH2:16][CH2:15][CH2:14]1. Product: [CH3:9][O:8][C:6]1[C:5]([N+:10]([O-:12])=[O:11])=[CH:4][CH:3]=[C:2]([N:13]2[CH2:17][CH2:16][CH2:15][CH2:14]2)[N:7]=1.